From a dataset of NCI-60 drug combinations with 297,098 pairs across 59 cell lines. Regression. Given two drug SMILES strings and cell line genomic features, predict the synergy score measuring deviation from expected non-interaction effect. Drug 1: CC12CCC3C(C1CCC2O)C(CC4=C3C=CC(=C4)O)CCCCCCCCCS(=O)CCCC(C(F)(F)F)(F)F. Drug 2: C1C(C(OC1N2C=NC3=C2NC=NCC3O)CO)O. Cell line: A498. Synergy scores: CSS=0.788, Synergy_ZIP=-0.748, Synergy_Bliss=-1.70, Synergy_Loewe=-1.93, Synergy_HSA=-1.60.